This data is from Orexin1 receptor HTS with 218,158 compounds and 233 confirmed actives. The task is: Binary Classification. Given a drug SMILES string, predict its activity (active/inactive) in a high-throughput screening assay against a specified biological target. (1) The molecule is s1c(c(cc1)C)/C=N\NC1=c2c(=NC1=O)cccc2. The result is 1 (active). (2) The drug is s1c(c2nc(on2)C2CN(CCC2)C(=O)NC2CCCCC2)ccc1. The result is 0 (inactive). (3) The compound is O1c2c(C(=O)/C(=C/Nc3c(OC)cccc3)C1=O)cccc2. The result is 0 (inactive). (4) The compound is O=C(N1CCc2c1cccc2)c1c(=O)n(c2ccc(cc2)C)c(=O)[nH]c1. The result is 0 (inactive). (5) The molecule is S(CCCCCCCCC)c1nc([nH]n1)N. The result is 0 (inactive).